From a dataset of Full USPTO retrosynthesis dataset with 1.9M reactions from patents (1976-2016). Predict the reactants needed to synthesize the given product. Given the product [CH2:25]([O:24][C:22]([C:20]1[S:21][C:17]([CH2:16][CH2:15][CH2:14][CH2:13][N:11]2[CH:12]=[C:8]([C:6]([OH:7])=[O:5])[N:9]=[N:10]2)=[N:18][N:19]=1)=[O:23])[CH3:26], predict the reactants needed to synthesize it. The reactants are: C([O:5][C:6]([C:8]1[N:9]=[N:10][N:11]([CH2:13][CH2:14][CH2:15][CH2:16][C:17]2[S:21][C:20]([C:22]([O:24][CH2:25][CH3:26])=[O:23])=[N:19][N:18]=2)[CH:12]=1)=[O:7])(C)(C)C.C(O)(C(F)(F)F)=O.